Dataset: Full USPTO retrosynthesis dataset with 1.9M reactions from patents (1976-2016). Task: Predict the reactants needed to synthesize the given product. Given the product [O:3]1[C:7]2[CH:8]=[CH:9][CH:10]=[C:11]([CH:12]3[CH2:17][CH2:16][N:15]([CH2:18][CH2:19][C@H:20]4[CH2:21][CH2:22][C@H:23]([NH:26][C:33](=[O:34])[CH2:32][C@H:28]5[CH2:29][CH2:30][CH2:31][O:27]5)[CH2:24][CH2:25]4)[CH2:14][CH2:13]3)[C:6]=2[CH2:5][CH2:4]1, predict the reactants needed to synthesize it. The reactants are: Cl.Cl.[O:3]1[C:7]2[CH:8]=[CH:9][CH:10]=[C:11]([CH:12]3[CH2:17][CH2:16][N:15]([CH2:18][CH2:19][C@H:20]4[CH2:25][CH2:24][C@H:23]([NH2:26])[CH2:22][CH2:21]4)[CH2:14][CH2:13]3)[C:6]=2[CH2:5][CH2:4]1.[O:27]1[CH2:31][CH2:30][CH2:29][C@@H:28]1[CH2:32][C:33](O)=[O:34].